Dataset: Full USPTO retrosynthesis dataset with 1.9M reactions from patents (1976-2016). Task: Predict the reactants needed to synthesize the given product. (1) Given the product [C:51]([C:50]1[CH:53]=[CH:54][C:47]([CH2:46][O:1][CH:2]([C:21]2[N:22]=[CH:23][N:24]([C:26]([C:33]3[CH:34]=[CH:35][CH:36]=[CH:37][CH:38]=3)([C:39]3[CH:44]=[CH:43][CH:42]=[CH:41][CH:40]=3)[C:27]3[CH:32]=[CH:31][CH:30]=[CH:29][CH:28]=3)[CH:25]=2)[C:3]2[CH:10]=[CH:9][C:6]([C:7]#[N:8])=[C:5]([C:11]3[C:20]4[C:15](=[CH:16][CH:17]=[CH:18][CH:19]=4)[CH:14]=[CH:13][CH:12]=3)[CH:4]=2)=[CH:48][CH:49]=1)#[N:52], predict the reactants needed to synthesize it. The reactants are: [OH:1][CH:2]([C:21]1[N:22]=[CH:23][N:24]([C:26]([C:39]2[CH:44]=[CH:43][CH:42]=[CH:41][CH:40]=2)([C:33]2[CH:38]=[CH:37][CH:36]=[CH:35][CH:34]=2)[C:27]2[CH:32]=[CH:31][CH:30]=[CH:29][CH:28]=2)[CH:25]=1)[C:3]1[CH:10]=[CH:9][C:6]([C:7]#[N:8])=[C:5]([C:11]2[C:20]3[C:15](=[CH:16][CH:17]=[CH:18][CH:19]=3)[CH:14]=[CH:13][CH:12]=2)[CH:4]=1.Br[CH2:46][C:47]1[CH:54]=[CH:53][C:50]([C:51]#[N:52])=[CH:49][CH:48]=1. (2) The reactants are: [F:1][C:2]1[CH:3]=[C:4]([NH2:18])[CH:5]=[CH:6][C:7]=1[O:8][C:9]1[C:10]2[CH:17]=[CH:16][NH:15][C:11]=2[N:12]=[CH:13][N:14]=1.C1(C)C=CC=CC=1.[C:26]1([CH2:32][C:33]([N:35]=[C:36]=[S:37])=[O:34])[CH:31]=[CH:30][CH:29]=[CH:28][CH:27]=1. Given the product [F:1][C:2]1[CH:3]=[C:4]([NH:18][C:36]([NH:35][C:33](=[O:34])[CH2:32][C:26]2[CH:27]=[CH:28][CH:29]=[CH:30][CH:31]=2)=[S:37])[CH:5]=[CH:6][C:7]=1[O:8][C:9]1[C:10]2[CH:17]=[CH:16][NH:15][C:11]=2[N:12]=[CH:13][N:14]=1, predict the reactants needed to synthesize it. (3) Given the product [Cl:32][C:33]1[CH:38]=[CH:37][C:36]([N:18]2[C:19]3[C:15](=[CH:14][C:13]([C:11]([N:8]4[CH2:7][CH2:6][N:5]([CH:1]5[CH2:2][CH2:3][CH2:4]5)[CH2:10][CH2:9]4)=[O:12])=[CH:21][CH:20]=3)[CH:16]=[C:17]2[C:22]([N:24]2[CH2:25][CH2:26][C:27]([F:30])([F:31])[CH2:28][CH2:29]2)=[O:23])=[CH:35][CH:34]=1, predict the reactants needed to synthesize it. The reactants are: [CH:1]1([N:5]2[CH2:10][CH2:9][N:8]([C:11]([C:13]3[CH:14]=[C:15]4[C:19](=[CH:20][CH:21]=3)[NH:18][C:17]([C:22]([N:24]3[CH2:29][CH2:28][C:27]([F:31])([F:30])[CH2:26][CH2:25]3)=[O:23])=[CH:16]4)=[O:12])[CH2:7][CH2:6]2)[CH2:4][CH2:3][CH2:2]1.[Cl:32][C:33]1[CH:38]=[CH:37][C:36](B(O)O)=[CH:35][CH:34]=1.N1C=CC=CC=1. (4) The reactants are: CCN(CC)CC.C(OC([N:15]1[CH2:19][C:18]([F:21])([F:20])[C:17]([CH3:23])([CH3:22])[C@H:16]1[C:24]([OH:26])=O)=O)(C)(C)C.[F:27][C:28]([F:32])([F:31])[CH2:29][NH2:30].C(O)(=O)CC(CC(O)=O)(C(O)=O)O. Given the product [F:27][C:28]([F:32])([F:31])[CH2:29][NH:30][C:24]([C@@H:16]1[C:17]([CH3:22])([CH3:23])[C:18]([F:20])([F:21])[CH2:19][NH:15]1)=[O:26], predict the reactants needed to synthesize it. (5) Given the product [CH2:1]([O:3][CH:4]([O:27][CH2:28][CH3:29])[C:5]1[CH:22]=[C:21]([C:23]([F:26])([F:25])[F:24])[CH:20]=[CH:19][C:6]=1[CH2:7][N:8]1[C:9]2[CH:13]=[CH:12][NH:11][C:10]=2[C:14](=[O:16])[NH:38][C:39]1=[S:40])[CH3:2], predict the reactants needed to synthesize it. The reactants are: [CH2:1]([O:3][CH:4]([O:27][CH2:28][CH3:29])[C:5]1[CH:22]=[C:21]([C:23]([F:26])([F:25])[F:24])[CH:20]=[CH:19][C:6]=1[CH2:7][NH:8][C:9]1[CH:13]=[CH:12][NH:11][C:10]=1[C:14]([O:16]CC)=O)[CH3:2].C([N:38]=[C:39]=[S:40])(=O)C1C=CC=CC=1.C([O-])([O-])=O.[Cs+].[Cs+]. (6) The reactants are: [CH:1]([O:4][C:5]1[CH:6]=[CH:7][C:8]([N+:13]([O-])=O)=[C:9]([CH:12]=1)[C:10]#[N:11])([CH3:3])C. Given the product [NH2:13][C:8]1[CH:7]=[CH:6][C:5]([O:4][CH2:1][C:3]2[CH:7]=[CH:6][CH:5]=[CH:12][CH:9]=2)=[CH:12][C:9]=1[C:10]#[N:11], predict the reactants needed to synthesize it. (7) Given the product [C:1]([O:5][C:6]([NH:8][C@H:9]1[CH2:14][CH2:13][CH2:12][CH2:11][C@H:10]1[NH:15][C:16]1[N:21]=[C:20]([CH:22]=[O:34])[C:19]([C:23]([O:25][CH3:26])=[O:24])=[C:18]([C:27]2[CH:28]=[N:29][N:30]([CH3:32])[CH:31]=2)[N:17]=1)=[O:7])([CH3:4])([CH3:3])[CH3:2], predict the reactants needed to synthesize it. The reactants are: [C:1]([O:5][C:6]([NH:8][C@H:9]1[CH2:14][CH2:13][CH2:12][CH2:11][C@H:10]1[NH:15][C:16]1[N:21]=[C:20]([CH3:22])[C:19]([C:23]([O:25][CH3:26])=[O:24])=[C:18]([C:27]2[CH:28]=[N:29][N:30]([CH3:32])[CH:31]=2)[N:17]=1)=[O:7])([CH3:4])([CH3:3])[CH3:2].[Se](=O)=[O:34].